Dataset: Full USPTO retrosynthesis dataset with 1.9M reactions from patents (1976-2016). Task: Predict the reactants needed to synthesize the given product. (1) Given the product [CH2:1]([N:3]([CH2:50][C:47]1[CH:46]=[CH:45][C:44]([CH:41]2[CH2:40][CH2:39][NH:38][CH2:43][CH2:42]2)=[CH:49][CH:48]=1)[C:4]1[CH:9]=[C:8]([O:10][CH3:11])[C:7]([O:12][CH3:13])=[CH:6][C:5]=1[CH:14]1[CH2:23][CH2:22][C:21]2[CH:20]=[C:19]([OH:24])[CH:18]=[CH:17][C:16]=2[CH2:15]1)[CH3:2], predict the reactants needed to synthesize it. The reactants are: [CH2:1]([NH:3][C:4]1[CH:9]=[C:8]([O:10][CH3:11])[C:7]([O:12][CH3:13])=[CH:6][C:5]=1[CH:14]1[CH2:23][CH2:22][C:21]2[CH:20]=[C:19]([O:24]C(=O)C(C)(C)C)[CH:18]=[CH:17][C:16]=2[CH2:15]1)[CH3:2].C(OC([N:38]1[CH2:43][CH2:42][CH:41]([C:44]2[CH:49]=[CH:48][C:47]([C:50](O)=O)=[CH:46][CH:45]=2)[CH2:40][CH2:39]1)=O)(C)(C)C. (2) Given the product [Br-:24].[CH2:17]([N+:3]1[CH:2]=[CH:1][C:11]2[C:10]3[CH:12]=[CH:13][CH:14]=[CH:15][C:9]=3[C:8](=[O:16])[NH:7][CH2:6][C:5]=2[CH:4]=1)[C:18]1[CH:23]=[CH:22][CH:21]=[CH:20][CH:19]=1, predict the reactants needed to synthesize it. The reactants are: [CH:1]1[C:11]2[C:10]3[CH:12]=[CH:13][CH:14]=[CH:15][C:9]=3[C:8](=[O:16])[NH:7][CH2:6][C:5]=2[CH:4]=[N:3][CH:2]=1.[CH2:17]([Br:24])[C:18]1[CH:23]=[CH:22][CH:21]=[CH:20][CH:19]=1. (3) Given the product [F:20][C:17]1[CH:18]=[CH:19][C:14](/[C:12](/[CH3:13])=[CH:11]/[N:7]2[C:8]3[CH:9]=[CH:10][C:2]([N:34]([CH3:35])[CH3:33])=[CH:3][C:4]=3[C:5]3[CH2:24][N:23]([CH3:25])[CH2:22][CH2:21][C:6]2=3)=[CH:15][CH:16]=1, predict the reactants needed to synthesize it. The reactants are: Cl[C:2]1[CH:10]=[CH:9][C:8]2[N:7]([CH:11]=[C:12]([C:14]3[CH:19]=[CH:18][C:17]([F:20])=[CH:16][CH:15]=3)[CH3:13])[C:6]3[CH2:21][CH2:22][N:23]([CH3:25])[CH2:24][C:5]=3[C:4]=2[CH:3]=1.CC(C)([O-])C.[Na+].Cl.[CH3:33][NH:34][CH3:35]. (4) Given the product [CH3:31][O:32][C:33](=[O:34])[C:35]1[CH:40]=[CH:39][C:38]([N:11]2[C:12]3[C:17](=[CH:16][C:15]([C:19]([N:21]4[CH2:22][CH2:23][N:24]([CH:27]([CH3:28])[CH3:29])[CH2:25][CH2:26]4)=[O:20])=[CH:14][CH:13]=3)[CH:18]=[C:10]2[C:8]([N:5]2[CH2:6][CH2:7][C:2]([F:1])([F:30])[CH2:3][CH2:4]2)=[O:9])=[CH:37][CH:36]=1, predict the reactants needed to synthesize it. The reactants are: [F:1][C:2]1([F:30])[CH2:7][CH2:6][N:5]([C:8]([C:10]2[NH:11][C:12]3[C:17]([CH:18]=2)=[CH:16][C:15]([C:19]([N:21]2[CH2:26][CH2:25][N:24]([CH:27]([CH3:29])[CH3:28])[CH2:23][CH2:22]2)=[O:20])=[CH:14][CH:13]=3)=[O:9])[CH2:4][CH2:3]1.[CH3:31][O:32][C:33]([C:35]1[CH:40]=[CH:39][C:38](B(O)O)=[CH:37][CH:36]=1)=[O:34].N1C=CC=CC=1.